This data is from Peptide-MHC class II binding affinity with 134,281 pairs from IEDB. The task is: Regression. Given a peptide amino acid sequence and an MHC pseudo amino acid sequence, predict their binding affinity value. This is MHC class II binding data. (1) The peptide sequence is AEHQAIISDVLTASD. The MHC is HLA-DQA10201-DQB10202 with pseudo-sequence HLA-DQA10201-DQB10202. The binding affinity (normalized) is 0.397. (2) The peptide sequence is GSMAKKGDEQKLRSA. The MHC is DRB1_0701 with pseudo-sequence DRB1_0701. The binding affinity (normalized) is 0.0346.